This data is from Forward reaction prediction with 1.9M reactions from USPTO patents (1976-2016). The task is: Predict the product of the given reaction. (1) Given the reactants [CH3:1][C:2]1[NH:3][CH:4]=[C:5]([C:7]([OH:9])=O)[N:6]=1.F[P-](F)(F)(F)(F)F.N1(OC(N(C)C)=[N+](C)C)C2C=CC=CC=2N=N1.Cl.CN(C)CCCN=C=NCC.CCN(C(C)C)C(C)C.[NH2:55][C@@H:56]([CH3:72])[CH2:57][N:58]1[CH:62]=[CH:61][C:60]([C:63]2[CH:70]=[CH:69][C:66]([C:67]#[N:68])=[C:65]([Cl:71])[CH:64]=2)=[N:59]1, predict the reaction product. The product is: [Cl:71][C:65]1[CH:64]=[C:63]([C:60]2[CH:61]=[CH:62][N:58]([CH2:57][C@@H:56]([NH:55][C:7]([C:5]3[N:6]=[C:2]([CH3:1])[NH:3][CH:4]=3)=[O:9])[CH3:72])[N:59]=2)[CH:70]=[CH:69][C:66]=1[C:67]#[N:68]. (2) Given the reactants [CH3:1][C:2]1[N:3]=[C:4]([NH:7][C:8]2[CH:13]=[C:12]([O:14][C:15]3[CH:23]=[CH:22][CH:21]=[CH:20][C:16]=3[C:17]([OH:19])=O)[CH:11]=[CH:10][N:9]=2)[S:5][CH:6]=1.C(N(CC)CC)C.[Cl:31]C(OCC)=O.[CH:37]([NH:40][CH2:41][CH2:42][NH2:43])([CH3:39])[CH3:38], predict the reaction product. The product is: [ClH:31].[ClH:31].[CH:37]([NH:40][CH2:41][CH2:42][NH:43][C:17](=[O:19])[C:16]1[CH:20]=[CH:21][CH:22]=[CH:23][C:15]=1[O:14][C:12]1[CH:11]=[CH:10][N:9]=[C:8]([NH:7][C:4]2[S:5][CH:6]=[C:2]([CH3:1])[N:3]=2)[CH:13]=1)([CH3:39])[CH3:38]. (3) Given the reactants C[O:2][C:3]([CH2:5]P(OC)(OC)=O)=[O:4].[H-].[Na+].[F:14][C:15]1[CH:20]=[CH:19][C:18]([C:21]2[CH:26]=[CH:25][CH:24]=[CH:23][CH:22]=2)=[CH:17][C:16]=1[C:27]([NH:29][C:30]1[CH:35]=[CH:34][CH:33]=[C:32]([CH:36]=O)[CH:31]=1)=[NH:28].C([O-])(O)=O.[Na+], predict the reaction product. The product is: [F:14][C:15]1[CH:20]=[CH:19][C:18]([C:21]2[CH:22]=[CH:23][CH:24]=[CH:25][CH:26]=2)=[CH:17][C:16]=1[C:27]([NH:29][C:30]1[CH:31]=[C:32]([CH:36]=[CH:5][C:3]([OH:2])=[O:4])[CH:33]=[CH:34][CH:35]=1)=[NH:28].